This data is from Reaction yield outcomes from USPTO patents with 853,638 reactions. The task is: Predict the reaction yield, written as a fraction of the theoretical maximum amount of product (1.0 means a 100% yield; for example, 0.34 means a 34% yield). (1) The reactants are [N:1]([O-])=O.[Na+].[CH3:5][O:6][C:7](=[O:15])[C:8]1[CH:13]=[CH:12][C:11]([NH2:14])=[CH:10][CH:9]=1.Cl.[CH3:17][O:18][C:19](=[O:26])[CH2:20][C:21]1[N:22]=[CH:23][NH:24][CH:25]=1. The product is [CH3:5][O:6][C:7](=[O:15])[C:8]1[CH:13]=[CH:12][C:11]([N:14]=[N:1][C:23]2[NH:24][CH:25]=[C:21]([CH2:20][C:19]([O:18][CH3:17])=[O:26])[N:22]=2)=[CH:10][CH:9]=1. The yield is 1.00. The catalyst is Cl.B([O-])([O-])[O-].B([O-])([O-])[O-].B([O-])([O-])[O-].B([O-])([O-])[O-].[Na+].[Na+].[Na+].[Na+].[Na+].[Na+].[Na+].[Na+].[Na+].[Na+].[Na+].[Na+]. (2) The reactants are [NH2:1][C:2]1[N:3]=[CH:4][C:5]([C:20]2[CH:30]=[CH:29][C:23]([C:24]([N:26]([CH3:28])[CH3:27])=[O:25])=[CH:22][CH:21]=2)=[N:6][C:7]=1[C:8]1[O:9][C:10]([C:13]2[CH:18]=[CH:17][CH:16]=[CH:15][C:14]=2I)=[N:11][N:12]=1.F[C:32]([B])=[C:33](F)F.[K].C(N(CC)CC)C.C1(P(C2C=CC=CC=2)C2C=CC=CC=2)C=CCC=1. The catalyst is C(O)CC.Cl[Pd]Cl.[Fe].ClCCl. The product is [NH2:1][C:2]1[N:3]=[CH:4][C:5]([C:20]2[CH:30]=[CH:29][C:23]([C:24]([N:26]([CH3:28])[CH3:27])=[O:25])=[CH:22][CH:21]=2)=[N:6][C:7]=1[C:8]1[O:9][C:10]([C:13]2[CH:18]=[CH:17][CH:16]=[CH:15][C:14]=2[CH:32]=[CH2:33])=[N:11][N:12]=1. The yield is 0.530. (3) The reactants are [Cl:1][C:2]1[CH:3]=[C:4]([CH2:19][OH:20])[CH:5]=[C:6]([Cl:18])[C:7]=1[C:8]1[S:9][C:10]2[C:11](Cl)=[N:12][CH:13]=[CH:14][C:15]=2[N:16]=1.ClC1C=C(C=C(Cl)C=1C1S[C:32]2[C:33](Cl)=[N:34][CH:35]=[CH:36][C:37]=2[N:38]=1)C=O.C([BH3-])#[N:42].[Na+]. The catalyst is C(Cl)Cl.CO.C(O)(=O)C. The product is [Cl:1][C:2]1[CH:3]=[C:4]([CH2:19][OH:20])[CH:5]=[C:6]([Cl:18])[C:7]=1[C:8]1[S:9][C:10]2[C:11]([NH:42][C:33]3[CH:32]=[C:37]([CH3:36])[N:38]=[CH:35][N:34]=3)=[N:12][CH:13]=[CH:14][C:15]=2[N:16]=1. The yield is 1.00. (4) The reactants are CCN=C=NCCCN(C)C.C1C=CC2N(O)N=NC=2C=1.[NH2:22][CH:23]1[CH2:28][CH2:27][N:26]([C:29]([O:31][CH2:32][C:33]2[CH:38]=[CH:37][CH:36]=[CH:35][CH:34]=2)=[O:30])[CH2:25][CH2:24]1.[CH3:39][C:40]1[NH:41][CH:42]=[C:43]([C:45](O)=[O:46])[N:44]=1. The catalyst is C(#N)C.C(N(CC)CC)C. The product is [CH3:39][C:40]1[NH:41][CH:42]=[C:43]([C:45]([NH:22][CH:23]2[CH2:24][CH2:25][N:26]([C:29]([O:31][CH2:32][C:33]3[CH:38]=[CH:37][CH:36]=[CH:35][CH:34]=3)=[O:30])[CH2:27][CH2:28]2)=[O:46])[N:44]=1. The yield is 0.490. (5) The reactants are [Cl:1][C:2]1[CH:7]=[CH:6][C:5]([CH:8]2[O:12]C(C)(C)O[C:9]2=[O:15])=[CH:4][CH:3]=1.[NH2:16][CH2:17][CH2:18][C:19]1[CH:24]=[CH:23][C:22]([OH:25])=[C:21]([O:26][CH3:27])[CH:20]=1. The catalyst is O1CCOCC1. The product is [Cl:1][C:2]1[CH:3]=[CH:4][C:5]([CH:8]([OH:12])[C:9]([NH:16][CH2:17][CH2:18][C:19]2[CH:24]=[CH:23][C:22]([OH:25])=[C:21]([O:26][CH3:27])[CH:20]=2)=[O:15])=[CH:6][CH:7]=1. The yield is 0.806. (6) The reactants are [Cl:1][C:2]1[CH:3]=[CH:4][C:5]([NH:8][C:9](=[O:34])[C:10]2[CH:15]=[CH:14][CH:13]=[CH:12][C:11]=2[NH:16][CH2:17][CH:18]2[CH2:23][CH2:22][N:21]([C:24]3[CH:29]=[CH:28][N:27]=[CH:26][C:25]=3C(OC)=O)[CH2:20][CH2:19]2)=[N:6][CH:7]=1.[NH3:35].[CH3:36][OH:37]. No catalyst specified. The product is [Cl:1][C:2]1[CH:3]=[CH:4][C:5]([NH:8][C:9](=[O:34])[C:10]2[CH:15]=[CH:14][CH:13]=[CH:12][C:11]=2[NH:16][CH2:17][CH:18]2[CH2:19][CH2:20][N:21]([C:24]3[CH:29]=[CH:28][N:27]=[C:26]([C:36](=[O:37])[NH2:35])[CH:25]=3)[CH2:22][CH2:23]2)=[N:6][CH:7]=1. The yield is 0.960. (7) The reactants are [Br:1][C:2]1[CH:10]=[CH:9][CH:8]=[C:7]2[C:3]=1[C:4](O)([C:18]1[C:19]([OH:29])=[CH:20][C:21]3[O:25][C:24]([CH3:27])([CH3:26])[CH2:23][C:22]=3[CH:28]=1)[C:5](=[O:17])[N:6]2[CH2:11][C:12]([O:14][CH2:15][CH3:16])=[O:13].C([SiH](CC)CC)C.FC(F)(F)C(O)=O. The catalyst is ClCCl. The product is [Br:1][C:2]1[CH:10]=[CH:9][CH:8]=[C:7]2[C:3]=1[CH:4]([C:18]1[C:19]([OH:29])=[CH:20][C:21]3[O:25][C:24]([CH3:26])([CH3:27])[CH2:23][C:22]=3[CH:28]=1)[C:5](=[O:17])[N:6]2[CH2:11][C:12]([O:14][CH2:15][CH3:16])=[O:13]. The yield is 0.810. (8) The reactants are [F:1][C:2]1[CH:16]=[CH:15][CH:14]=[CH:13][C:3]=1[O:4][C:5]1[N:10]=[CH:9][C:8]([CH:11]=O)=[CH:7][CH:6]=1.[N+:17]([CH3:20])([O-:19])=[O:18].C([O-])(=O)C.[NH4+].[BH4-].[Na+]. The catalyst is O.C(O)(=O)C. The product is [F:1][C:2]1[CH:16]=[CH:15][CH:14]=[CH:13][C:3]=1[O:4][C:5]1[CH:6]=[CH:7][C:8]([CH2:11][CH2:20][N+:17]([O-:19])=[O:18])=[CH:9][N:10]=1. The yield is 0.610. (9) The reactants are [N+:1]([C:4]1[CH:5]=[C:6]2[C:10](=[CH:11][CH:12]=1)[NH:9][CH:8]=[C:7]2[CH2:13][CH2:14][CH2:15]Br)([O-:3])=[O:2].[CH3:17][O:18][C:19]1[C:20]([N:25]2[CH2:30][CH2:29][NH:28][CH2:27][CH2:26]2)=[N:21][CH:22]=[N:23][CH:24]=1.C(N(C(C)C)CC)(C)C. The catalyst is C(#N)C.C(OCC)(=O)C. The product is [CH3:17][O:18][C:19]1[C:20]([N:25]2[CH2:30][CH2:29][N:28]([CH2:15][CH2:14][CH2:13][C:7]3[C:6]4[C:10](=[CH:11][CH:12]=[C:4]([N+:1]([O-:3])=[O:2])[CH:5]=4)[NH:9][CH:8]=3)[CH2:27][CH2:26]2)=[N:21][CH:22]=[N:23][CH:24]=1. The yield is 0.700.